From a dataset of Reaction yield outcomes from USPTO patents with 853,638 reactions. Predict the reaction yield, written as a fraction of the theoretical maximum amount of product (1.0 means a 100% yield; for example, 0.34 means a 34% yield). (1) The reactants are [CH2:1]([C:3]1[S:7][C:6]([CH:8]=O)=[CH:5][CH:4]=1)[CH3:2].[CH2:10]([NH:17][C:18]([C:20]1[S:24][C:23]([N:25]2[CH2:30][CH2:29][CH2:28][CH2:27][C:26]2=[O:31])=[N:22][C:21]=1[CH3:32])=[O:19])[C:11]1[CH:16]=[CH:15][CH:14]=[CH:13][CH:12]=1. No catalyst specified. The product is [CH2:10]([NH:17][C:18]([C:20]1[S:24][C:23]([N:25]2[CH2:30][CH2:29][CH2:28][C:27](=[CH:8][C:6]3[S:7][C:3]([CH2:1][CH3:2])=[CH:4][CH:5]=3)[C:26]2=[O:31])=[N:22][C:21]=1[CH3:32])=[O:19])[C:11]1[CH:16]=[CH:15][CH:14]=[CH:13][CH:12]=1. The yield is 0.140. (2) The reactants are [F:1][C:2]([F:15])([F:14])[S:3]([O:6]S(C(F)(F)F)(=O)=O)(=[O:5])=[O:4].[C:16]1([CH:22]2[CH2:27][CH2:26][C:25](=O)[CH2:24][CH2:23]2)[CH:21]=[CH:20][CH:19]=[CH:18][CH:17]=1.C(C1C=C(C)C=C(C(C)(C)C)N=1)(C)(C)C. The catalyst is ClCCl. The product is [F:1][C:2]([F:15])([F:14])[S:3]([O:6][C:25]1[CH2:26][CH2:27][CH:22]([C:16]2[CH:17]=[CH:18][CH:19]=[CH:20][CH:21]=2)[CH2:23][CH:24]=1)(=[O:5])=[O:4]. The yield is 0.890. (3) The reactants are Br[C:2]1[CH:13]=[CH:12][C:5]([CH2:6][N:7]2[CH2:11][CH2:10][CH2:9][CH2:8]2)=[CH:4][CH:3]=1.CC(C)=O.C(=O)=O.[Li]CCCC.[N:26]1([C:32]([CH:34]2[CH2:37][C:36](=[O:38])[CH2:35]2)=[O:33])[CH2:31][CH2:30][O:29][CH2:28][CH2:27]1. The product is [OH:38][C:36]1([C:2]2[CH:13]=[CH:12][C:5]([CH2:6][N:7]3[CH2:11][CH2:10][CH2:9][CH2:8]3)=[CH:4][CH:3]=2)[CH2:37][CH:34]([C:32]([N:26]2[CH2:31][CH2:30][O:29][CH2:28][CH2:27]2)=[O:33])[CH2:35]1. The yield is 0.200. The catalyst is C1COCC1. (4) The product is [CH3:1][C:2]1[CH:7]=[C:6]([CH3:8])[CH:5]=[C:4]([CH3:9])[C:3]=1[S:10]([N:13]1[CH:17]=[CH:16][CH:15]=[C:14]1[CH2:18][OH:19])(=[O:12])=[O:11]. The reactants are [CH3:1][C:2]1[CH:7]=[C:6]([CH3:8])[CH:5]=[C:4]([CH3:9])[C:3]=1[S:10]([N:13]1[CH:17]=[CH:16][CH:15]=[C:14]1[CH:18]=[O:19])(=[O:12])=[O:11].[Li+].[BH4-].CO. The yield is 0.870. The catalyst is C1COCC1.[Cl-].[Na+].O. (5) The reactants are Br[C:2]1[CH:3]=[CH:4][C:5](OCCCCCCC)=[C:6]([CH:38]=1)[C:7]([NH:9][C@@H:10]([CH2:14][C:15]1[CH:20]=[CH:19][C:18]([C:21]2[CH:26]=[CH:25][CH:24]=[CH:23][C:22]=2OC2C=CC(C(F)(F)F)=CC=2)=[CH:17][CH:16]=1)[C:11]([OH:13])=[O:12])=[O:8].[C:47]([C:51]1[CH:56]=[CH:55][C:54](B(O)O)=[CH:53][CH:52]=1)([CH3:50])([CH3:49])[CH3:48]. No catalyst specified. The product is [C:18]1([C:21]2[CH:26]=[CH:25][CH:24]=[CH:23][CH:22]=2)[CH:19]=[CH:20][C:15]([CH2:14][C@H:10]([NH:9][C:7]([C:6]2[CH:38]=[C:2]([C:54]3[CH:55]=[CH:56][C:51]([C:47]([CH3:50])([CH3:49])[CH3:48])=[CH:52][CH:53]=3)[CH:3]=[CH:4][CH:5]=2)=[O:8])[C:11]([OH:13])=[O:12])=[CH:16][CH:17]=1. The yield is 0.850. (6) The reactants are [CH3:1][C:2]([CH3:40])([O:4][C:5]([N:7]([C:33]([O:35][C:36]([CH3:39])([CH3:38])[CH3:37])=[O:34])[C:8]1[C:13]([C:14]2[N:18]([C:19]3[CH:24]=[CH:23][CH:22]=[C:21]([F:25])[C:20]=3[F:26])[N:17]=[N:16][N:15]=2)=[CH:12][C:11]([C:27]#[C:28][Si](C)(C)C)=[CH:10][N:9]=1)=[O:6])[CH3:3].O.[F-].C([N+](CCCC)(CCCC)CCCC)CCC. The product is [CH3:38][C:36]([CH3:39])([O:35][C:33]([N:7]([C:5]([O:4][C:2]([CH3:40])([CH3:3])[CH3:1])=[O:6])[C:8]1[C:13]([C:14]2[N:18]([C:19]3[CH:24]=[CH:23][CH:22]=[C:21]([F:25])[C:20]=3[F:26])[N:17]=[N:16][N:15]=2)=[CH:12][C:11]([C:27]#[CH:28])=[CH:10][N:9]=1)=[O:34])[CH3:37]. The yield is 0.830. The catalyst is C(Cl)Cl. (7) The reactants are [C:1]([O:5][C:6]([N:8]1[CH:12]=[C:11]([C:13]([O:15][CH3:16])=[O:14])[C:10]2[C:17](=[O:22])[CH2:18][CH2:19][CH2:20][CH2:21][C:9]1=2)=[O:7])([CH3:4])([CH3:3])[CH3:2].[Br:23]N1C(C)(C)C(=O)N(Br)C1=O.O. The catalyst is CS(C)=O. The product is [CH3:16][O:15][C:13]([C:11]1[C:10]2[C:17](=[O:22])[CH:18]([Br:23])[CH2:19][CH2:20][CH2:21][C:9]=2[N:8]([C:6]([O:5][C:1]([CH3:4])([CH3:2])[CH3:3])=[O:7])[CH:12]=1)=[O:14]. The yield is 0.660.